From a dataset of Forward reaction prediction with 1.9M reactions from USPTO patents (1976-2016). Predict the product of the given reaction. (1) Given the reactants [N:1]1[C:10]2[C:5](=[CH:6][CH:7]=[CH:8][CH:9]=2)[CH:4]=[C:3]([C:11]#[C:12][CH2:13][OH:14])[CH:2]=1.CC(C)([O-])C.[K+].[CH:21]1([N:27]([CH:31]2[CH2:36][CH2:35][CH2:34][CH2:33][CH2:32]2)[C:28](Cl)=[O:29])[CH2:26][CH2:25][CH2:24][CH2:23][CH2:22]1.[NH4+].[Cl-], predict the reaction product. The product is: [CH:21]1([N:27]([CH:31]2[CH2:36][CH2:35][CH2:34][CH2:33][CH2:32]2)[C:28]([O:14][CH2:13][C:12]#[C:11][C:3]2[CH:2]=[N:1][C:10]3[C:5]([CH:4]=2)=[CH:6][CH:7]=[CH:8][CH:9]=3)=[O:29])[CH2:22][CH2:23][CH2:24][CH2:25][CH2:26]1. (2) The product is: [CH3:23][N:22]([CH3:24])[C:21]([O:20][C:11]1[CH:12]=[CH:13][C:14]([S:16]([CH3:19])(=[O:18])=[O:17])=[CH:15][C:10]=1[C:9]([OH:26])=[O:8])=[O:25]. Given the reactants C([O:8][C:9](=[O:26])[C:10]1[CH:15]=[C:14]([S:16]([CH3:19])(=[O:18])=[O:17])[CH:13]=[CH:12][C:11]=1[O:20][C:21](=[O:25])[N:22]([CH3:24])[CH3:23])C1C=CC=CC=1, predict the reaction product. (3) Given the reactants C(Cl)CCl.Cl.[NH2:6][C:7]1[CH:17]=[CH:16][C:10]([CH:11]=[CH:12][C:13]([OH:15])=O)=[CH:9][CH:8]=1.[CH3:18][N:19]1[C:27]2[C:22](=[CH:23][CH:24]=[CH:25][CH:26]=2)[CH:21]=[C:20]1[CH2:28][NH:29][CH3:30].C1C=CC2N(O)N=NC=2C=1.O.C(N(CC)CC)C, predict the reaction product. The product is: [NH2:6][C:7]1[CH:8]=[CH:9][C:10](/[CH:11]=[CH:12]/[C:13]([N:29]([CH3:30])[CH2:28][C:20]2[N:19]([CH3:18])[C:27]3[C:22]([CH:21]=2)=[CH:23][CH:24]=[CH:25][CH:26]=3)=[O:15])=[CH:16][CH:17]=1. (4) Given the reactants [F:1][C:2]1[CH:7]=[CH:6][CH:5]=[CH:4][C:3]=1[N:8]1[C:16]2[C:11](=[C:12]([N:17]3[CH2:24][C@H:23]4[C@H:19]([NH:20][CH2:21][CH2:22]4)[C:18]3=[O:25])[CH:13]=[CH:14][CH:15]=2)[CH:10]=[N:9]1.[OH:26][C:27]([CH3:33])([CH3:32])[CH2:28][C:29](O)=[O:30].C(N(CC)CC)C.F[P-](F)(F)(F)(F)F.CN(C(N1C2C(=NC=CC=2)[N+]([O-])=N1)=[N+](C)C)C, predict the reaction product. The product is: [F:1][C:2]1[CH:7]=[CH:6][CH:5]=[CH:4][C:3]=1[N:8]1[C:16]2[C:11](=[C:12]([N:17]3[CH2:24][C@H:23]4[C@H:19]([N:20]([C:29](=[O:30])[CH2:28][C:27]([OH:26])([CH3:33])[CH3:32])[CH2:21][CH2:22]4)[C:18]3=[O:25])[CH:13]=[CH:14][CH:15]=2)[CH:10]=[N:9]1. (5) Given the reactants Cl[C:2]1[N:3]=[C:4]([N:18]2[CH2:23][CH2:22][O:21][CH2:20][CH2:19]2)[C:5]2[S:10][C:9]([CH2:11][N:12]([CH3:17])[S:13]([CH3:16])(=[O:15])=[O:14])=[CH:8][C:6]=2[N:7]=1.[CH3:24][C:25]1[C:30](B2OC(C)(C)C(C)(C)O2)=[CH:29][N:28]=[C:27]([NH2:40])[N:26]=1, predict the reaction product. The product is: [NH2:40][C:27]1[N:26]=[C:25]([CH3:24])[C:30]([C:2]2[N:3]=[C:4]([N:18]3[CH2:23][CH2:22][O:21][CH2:20][CH2:19]3)[C:5]3[S:10][C:9]([CH2:11][N:12]([CH3:17])[S:13]([CH3:16])(=[O:15])=[O:14])=[CH:8][C:6]=3[N:7]=2)=[CH:29][N:28]=1.